This data is from NCI-60 drug combinations with 297,098 pairs across 59 cell lines. The task is: Regression. Given two drug SMILES strings and cell line genomic features, predict the synergy score measuring deviation from expected non-interaction effect. (1) Drug 1: CC1C(C(CC(O1)OC2CC(CC3=C2C(=C4C(=C3O)C(=O)C5=C(C4=O)C(=CC=C5)OC)O)(C(=O)C)O)N)O.Cl. Drug 2: C1=NNC2=C1C(=O)NC=N2. Cell line: OVCAR-5. Synergy scores: CSS=8.98, Synergy_ZIP=-4.29, Synergy_Bliss=0.532, Synergy_Loewe=-17.3, Synergy_HSA=-2.13. (2) Drug 1: CC1C(C(CC(O1)OC2CC(CC3=C2C(=C4C(=C3O)C(=O)C5=C(C4=O)C(=CC=C5)OC)O)(C(=O)C)O)N)O.Cl. Drug 2: CC1C(C(=O)NC(C(=O)N2CCCC2C(=O)N(CC(=O)N(C(C(=O)O1)C(C)C)C)C)C(C)C)NC(=O)C3=C4C(=C(C=C3)C)OC5=C(C(=O)C(=C(C5=N4)C(=O)NC6C(OC(=O)C(N(C(=O)CN(C(=O)C7CCCN7C(=O)C(NC6=O)C(C)C)C)C)C(C)C)C)N)C. Cell line: MDA-MB-435. Synergy scores: CSS=-1.04, Synergy_ZIP=-1.68, Synergy_Bliss=-4.65, Synergy_Loewe=-8.29, Synergy_HSA=-7.45. (3) Cell line: IGROV1. Drug 1: C(=O)(N)NO. Synergy scores: CSS=14.2, Synergy_ZIP=-6.38, Synergy_Bliss=-1.41, Synergy_Loewe=-12.7, Synergy_HSA=-1.86. Drug 2: CN(CCCl)CCCl.Cl. (4) Drug 1: C1=NC2=C(N=C(N=C2N1C3C(C(C(O3)CO)O)O)F)N. Drug 2: C(CN)CNCCSP(=O)(O)O. Cell line: A498. Synergy scores: CSS=-3.60, Synergy_ZIP=3.47, Synergy_Bliss=2.39, Synergy_Loewe=-3.86, Synergy_HSA=-3.53. (5) Drug 1: CC1=CC=C(C=C1)C2=CC(=NN2C3=CC=C(C=C3)S(=O)(=O)N)C(F)(F)F. Drug 2: C1C(C(OC1N2C=C(C(=O)NC2=O)F)CO)O. Cell line: MCF7. Synergy scores: CSS=15.1, Synergy_ZIP=-0.805, Synergy_Bliss=5.80, Synergy_Loewe=-8.33, Synergy_HSA=4.97.